From a dataset of Forward reaction prediction with 1.9M reactions from USPTO patents (1976-2016). Predict the product of the given reaction. (1) The product is: [CH3:11][O:7][C:6](=[O:8])[C:5]1[CH:9]=[CH:10][C:2]([I:1])=[CH:3][CH:4]=1. Given the reactants [I:1][C:2]1[CH:10]=[CH:9][C:5]([C:6]([OH:8])=[O:7])=[CH:4][CH:3]=1.[C:11](=O)([O-])[O-].[K+].[K+].IC, predict the reaction product. (2) Given the reactants Br[C:2]1[CH:3]=[C:4]2[N:10]=[C:9]([CH3:11])[N:8]([CH2:12][O:13][CH2:14][CH2:15][Si:16]([CH3:19])([CH3:18])[CH3:17])[C:5]2=[N:6][CH:7]=1.[B:20]1([B:20]2[O:24][C:23]([CH3:26])([CH3:25])[C:22]([CH3:28])([CH3:27])[O:21]2)[O:24][C:23]([CH3:26])([CH3:25])[C:22]([CH3:28])([CH3:27])[O:21]1.C([O-])(=O)C.[K+], predict the reaction product. The product is: [CH3:11][C:9]1[N:8]([CH2:12][O:13][CH2:14][CH2:15][Si:16]([CH3:19])([CH3:18])[CH3:17])[C:5]2=[N:6][CH:7]=[C:2]([B:20]3[O:24][C:23]([CH3:26])([CH3:25])[C:22]([CH3:28])([CH3:27])[O:21]3)[CH:3]=[C:4]2[N:10]=1. (3) Given the reactants Br[C:2]1[C:7]([CH2:8][CH3:9])=[N:6][C:5]([C:10]2[CH:15]=[CH:14][C:13]([Cl:16])=[CH:12][C:11]=2[Cl:17])=[C:4]([CH2:18][CH3:19])[N:3]=1.[CH2:20]([N:23]1[CH:27]=[CH:26][N:25]=[C:24]1[NH2:28])[CH2:21][CH3:22].C1(C2C=CC=CC=2)C=CC=CC=1.CC(C)([O-])C.[Na+], predict the reaction product. The product is: [Cl:17][C:11]1[CH:12]=[C:13]([Cl:16])[CH:14]=[CH:15][C:10]=1[C:5]1[N:6]=[C:7]([CH2:8][CH3:9])[C:2]([NH:28][C:24]2[N:23]([CH2:20][CH2:21][CH3:22])[CH:27]=[CH:26][N:25]=2)=[N:3][C:4]=1[CH2:18][CH3:19]. (4) Given the reactants [Br:1][C:2]1[CH:3]=[CH:4][C:5]2[NH:6][C:7]3[C:12]([C:13]=2[CH:14]=1)=[CH:11][C:10](Br)=[CH:9][CH:8]=3.C([Mg]Br)C.C(OCC)C.[Cl:25][Si:26]([CH3:29])([CH3:28])[CH3:27].[Li]CCCC.[Cl-].[Cl-].[Zn+2:37], predict the reaction product. The product is: [Cl-:25].[Br:1][C:2]1[CH:14]=[C:13]2[C:5](=[CH:4][CH:3]=1)[N:6]([Si:26]([CH3:29])([CH3:28])[CH3:27])[C:7]1[CH:8]=[CH:9][C:10]([Zn+:37])=[CH:11][C:12]2=1. (5) Given the reactants C(=O)(O)[O-].[Na+].[N:6]#[C:7]Br.[Si:9]([O:16][CH2:17][CH2:18][NH:19][C:20]1[CH:21]=[C:22]([CH:43]=[CH:44][CH:45]=1)[CH2:23][N:24]1[C:32](=[O:33])[C:31]2[C:26](=[CH:27][CH:28]=[CH:29][C:30]=2[NH:34][C:35]([C:37]2[S:38][C:39]([Cl:42])=[CH:40][CH:41]=2)=[O:36])[CH2:25]1)([C:12]([CH3:15])([CH3:14])[CH3:13])([CH3:11])[CH3:10].O.ClCCl, predict the reaction product. The product is: [Si:9]([O:16][CH2:17][CH2:18][N:19]([C:7]#[N:6])[C:20]1[CH:21]=[C:22]([CH:43]=[CH:44][CH:45]=1)[CH2:23][N:24]1[C:32](=[O:33])[C:31]2[C:26](=[CH:27][CH:28]=[CH:29][C:30]=2[NH:34][C:35]([C:37]2[S:38][C:39]([Cl:42])=[CH:40][CH:41]=2)=[O:36])[CH2:25]1)([C:12]([CH3:15])([CH3:13])[CH3:14])([CH3:11])[CH3:10]. (6) Given the reactants C([Sn](CCCC)(CCCC)[C:6]1[N:7]=[CH:8][N:9]([C:11]2[CH:16]=[C:15]([C:17]([F:20])([F:19])[F:18])[CH:14]=[C:13]([C:21]3[CH:26]=[CH:25][C:24]([C:27]([F:30])([F:29])[F:28])=[CH:23][CH:22]=3)[N:12]=2)[CH:10]=1)CCC.[C:39]([NH:43][S:44]([C:47]1[S:51][C:50](Cl)=[N:49][C:48]=1[CH3:53])(=[O:46])=[O:45])([CH3:42])([CH3:41])[CH3:40].CCCCCCC, predict the reaction product. The product is: [C:39]([NH:43][S:44]([C:47]1[S:51][C:50]([C:6]2[N:7]=[CH:8][N:9]([C:11]3[CH:16]=[C:15]([C:17]([F:20])([F:19])[F:18])[CH:14]=[C:13]([C:21]4[CH:22]=[CH:23][C:24]([C:27]([F:29])([F:30])[F:28])=[CH:25][CH:26]=4)[N:12]=3)[CH:10]=2)=[N:49][C:48]=1[CH3:53])(=[O:46])=[O:45])([CH3:42])([CH3:41])[CH3:40]. (7) Given the reactants [I-].[Na+].C(=O)([O-])[O-].[K+].[K+].[Cl:9][CH2:10][C:11]([CH2:13]Cl)=[CH2:12].[OH:15][C:16]1[CH:23]=[CH:22][CH:21]=[CH:20][C:17]=1[CH:18]=[O:19], predict the reaction product. The product is: [Cl:9][CH2:10][C:11](=[CH2:12])[CH2:13][O:15][C:16]1[CH:23]=[CH:22][CH:21]=[CH:20][C:17]=1[CH:18]=[O:19]. (8) Given the reactants [Cl:1][C:2]1[N:7]=[C:6]([N:8]2[CH2:12][CH2:11][C@:10]([CH2:15][CH3:16])([C:13]#[N:14])[C:9]2=[O:17])[CH:5]=[CH:4][N:3]=1.[CH3:18][C:19]1[S:20][C:21]([NH2:24])=[CH:22][N:23]=1.C(=O)([O-])[O-].[K+].[K+].C1(P(C2CCCCC2)C2C=CC=CC=2C2C(C(C)C)=CC(C(C)C)=CC=2C(C)C)CCCCC1, predict the reaction product. The product is: [ClH:1].[CH2:15]([C@:10]1([C:13]#[N:14])[CH2:11][CH2:12][N:8]([C:6]2[CH:5]=[CH:4][N:3]=[C:2]([NH:24][C:21]3[S:20][C:19]([CH3:18])=[N:23][CH:22]=3)[N:7]=2)[C:9]1=[O:17])[CH3:16]. (9) Given the reactants C([NH:4][C:5]1[CH:10]=[C:9]([C:11]2[N:15]([CH3:16])[C:14]([S:17][CH2:18][C:19]([N:21]([CH2:25][CH2:26][OH:27])[CH2:22][CH2:23][OH:24])=[O:20])=[N:13][C:12]=2[C:28]2[CH:33]=[CH:32][C:31]([F:34])=[CH:30][CH:29]=2)[CH:8]=[CH:7][N:6]=1)(=O)C.[OH-].[Na+], predict the reaction product. The product is: [NH2:4][C:5]1[CH:10]=[C:9]([C:11]2[N:15]([CH3:16])[C:14]([S:17][CH2:18][C:19]([N:21]([CH2:25][CH2:26][OH:27])[CH2:22][CH2:23][OH:24])=[O:20])=[N:13][C:12]=2[C:28]2[CH:29]=[CH:30][C:31]([F:34])=[CH:32][CH:33]=2)[CH:8]=[CH:7][N:6]=1.